Predict the reaction yield, written as a fraction of the theoretical maximum amount of product (1.0 means a 100% yield; for example, 0.34 means a 34% yield). From a dataset of Reaction yield outcomes from USPTO patents with 853,638 reactions. (1) The reactants are C(OC([N:8]1[CH2:13][CH2:12][N:11]([C:14]2[S:15][C:16]([C:20]([F:23])([F:22])[F:21])=[C:17]([CH3:19])[N:18]=2)[CH2:10][CH2:9]1)=O)(C)(C)C.[ClH:24]. The catalyst is O1CCOCC1.CCOCC. The product is [ClH:24].[CH3:19][C:17]1[N:18]=[C:14]([N:11]2[CH2:10][CH2:9][NH:8][CH2:13][CH2:12]2)[S:15][C:16]=1[C:20]([F:23])([F:21])[F:22]. The yield is 0.680. (2) The reactants are [Cl:1][C:2]1[CH:3]=[C:4]2[C:9](=[CH:10][C:11]=1[O:12][C:13]1[CH:21]=[CH:20][C:16]([C:17]([OH:19])=O)=[CH:15][CH:14]=1)[O:8][CH2:7][CH2:6][CH:5]2[C:22]([O:24][CH2:25][CH3:26])=[O:23].[C:27]1([CH:33]2[CH2:38][CH2:37][CH2:36][CH:35]([NH2:39])[CH2:34]2)[CH:32]=[CH:31][CH:30]=[CH:29][CH:28]=1.Cl.C(N=C=NCCCN(C)C)C. The yield is 0.487. The catalyst is CN(C)C1C=CN=CC=1.CN(C=O)C.CCOC(C)=O. The product is [Cl:1][C:2]1[CH:3]=[C:4]2[C:9](=[CH:10][C:11]=1[O:12][C:13]1[CH:14]=[CH:15][C:16]([C:17](=[O:19])[NH:39][CH:35]3[CH2:36][CH2:37][CH2:38][CH:33]([C:27]4[CH:32]=[CH:31][CH:30]=[CH:29][CH:28]=4)[CH2:34]3)=[CH:20][CH:21]=1)[O:8][CH2:7][CH2:6][CH:5]2[C:22]([O:24][CH2:25][CH3:26])=[O:23]. (3) The reactants are C([O:4][CH2:5][CH2:6][N:7]([C:31]1[CH:36]=[CH:35][CH:34]=[C:33]([CH2:37][N:38]2[CH2:43][CH2:42][CH2:41][CH2:40][CH2:39]2)[CH:32]=1)[C:8](=[O:30])[CH2:9][CH2:10][N:11]1[CH2:15][CH2:14][N:13]([CH2:16][C:17]2[CH:22]=[C:21]([CH3:23])[CH:20]=[C:19]([CH3:24])[CH:18]=2)[C:12]1=[C:25]([C:28]#[N:29])[C:26]#[N:27])(=O)C.[OH-].[Li+].CO.C(=O)(O)[O-].[Na+]. The catalyst is O1CCCC1. The product is [OH:4][CH2:5][CH2:6][N:7]([C:31]1[CH:36]=[CH:35][CH:34]=[C:33]([CH2:37][N:38]2[CH2:43][CH2:42][CH2:41][CH2:40][CH2:39]2)[CH:32]=1)[C:8](=[O:30])[CH2:9][CH2:10][N:11]1[CH2:15][CH2:14][N:13]([CH2:16][C:17]2[CH:18]=[C:19]([CH3:24])[CH:20]=[C:21]([CH3:23])[CH:22]=2)[C:12]1=[C:25]([C:28]#[N:29])[C:26]#[N:27]. The yield is 0.900. (4) The reactants are [CH3:1][C:2]1[C:3]([C:11]2[S:12][CH:13]=[CH:14][CH:15]=2)=[N:4][O:5][C:6]=1[C:7]([F:10])([F:9])[F:8].[C:16](OC1C=CC=CC=1C(Cl)=O)(=[O:18])[CH3:17]. No catalyst specified. The product is [CH3:1][C:2]1[C:3]([C:11]2[S:12][C:13]([C:16](=[O:18])[CH3:17])=[CH:14][CH:15]=2)=[N:4][O:5][C:6]=1[C:7]([F:8])([F:10])[F:9]. The yield is 0.580. (5) The reactants are C(OC([N:8]1[CH2:13][CH2:12][C:11]([C:15]2[CH:20]=[CH:19][C:18]([O:21][C:22]3[CH:27]=[CH:26][CH:25]=[CH:24][CH:23]=3)=[CH:17][CH:16]=2)(O)[CH2:10][CH2:9]1)=O)(C)(C)C.FC(F)(F)C(O)=O.[OH-].[Na+]. The catalyst is C(Cl)Cl. The product is [O:21]([C:18]1[CH:19]=[CH:20][C:15]([C:11]2[CH2:12][CH2:13][NH:8][CH2:9][CH:10]=2)=[CH:16][CH:17]=1)[C:22]1[CH:23]=[CH:24][CH:25]=[CH:26][CH:27]=1. The yield is 0.470. (6) The catalyst is CO.O1CCCC1. The reactants are C[O:2][C:3]([C:5]1[CH:6]=[C:7]([Cl:36])[CH:8]=[C:9]2[C:14]=1[NH:13][CH:12]([C:15]1[CH:20]=[CH:19][CH:18]=[C:17]([N:21]3[CH2:26][CH2:25][N:24]([C:27]4[CH:32]=[CH:31][CH:30]=[CH:29][C:28]=4[CH3:33])[CH2:23][CH2:22]3)[CH:16]=1)[C:11]([CH3:35])([CH3:34])[CH2:10]2)=[O:4].O.[OH-].[Li+].O.Cl. The product is [Cl:36][C:7]1[CH:8]=[C:9]2[C:14](=[C:5]([C:3]([OH:4])=[O:2])[CH:6]=1)[NH:13][CH:12]([C:15]1[CH:20]=[CH:19][CH:18]=[C:17]([N:21]3[CH2:22][CH2:23][N:24]([C:27]4[CH:32]=[CH:31][CH:30]=[CH:29][C:28]=4[CH3:33])[CH2:25][CH2:26]3)[CH:16]=1)[C:11]([CH3:35])([CH3:34])[CH2:10]2. The yield is 0.420. (7) The reactants are [OH:1][C:2]1[C:6]([CH3:15])([CH2:7][CH2:8][CH2:9][CH2:10][CH2:11][CH2:12][CH2:13][CH3:14])[S:5][C:4](=[O:16])[CH:3]=1.[CH2:17](Br)[C:18]1[CH:23]=[CH:22][CH:21]=[CH:20][CH:19]=1.[CH3:25]COC(C)=O. No catalyst specified. The product is [CH2:17]([O:1][C:2]1[C:6]([CH3:15])([CH2:7][CH2:8][CH2:9][CH2:10][CH2:11][CH2:12][CH2:13][CH3:14])[S:5][C:4](=[O:16])[C:3]=1[CH3:25])[C:18]1[CH:23]=[CH:22][CH:21]=[CH:20][CH:19]=1. The yield is 0.750.